Dataset: NCI-60 drug combinations with 297,098 pairs across 59 cell lines. Task: Regression. Given two drug SMILES strings and cell line genomic features, predict the synergy score measuring deviation from expected non-interaction effect. (1) Drug 1: C1C(C(OC1N2C=C(C(=O)NC2=O)F)CO)O. Drug 2: C1C(C(OC1N2C=NC3=C2NC=NCC3O)CO)O. Cell line: TK-10. Synergy scores: CSS=-0.897, Synergy_ZIP=1.99, Synergy_Bliss=0.705, Synergy_Loewe=4.10, Synergy_HSA=-0.917. (2) Drug 1: C1=NC2=C(N=C(N=C2N1C3C(C(C(O3)CO)O)O)F)N. Drug 2: COC1=C2C(=CC3=C1OC=C3)C=CC(=O)O2. Cell line: SK-MEL-5. Synergy scores: CSS=4.71, Synergy_ZIP=-1.47, Synergy_Bliss=-2.47, Synergy_Loewe=-6.13, Synergy_HSA=-2.13. (3) Drug 1: CS(=O)(=O)CCNCC1=CC=C(O1)C2=CC3=C(C=C2)N=CN=C3NC4=CC(=C(C=C4)OCC5=CC(=CC=C5)F)Cl. Drug 2: C1C(C(OC1N2C=NC3=C2NC=NCC3O)CO)O. Cell line: HL-60(TB). Synergy scores: CSS=0.658, Synergy_ZIP=-0.0691, Synergy_Bliss=-0.656, Synergy_Loewe=-1.92, Synergy_HSA=-2.20. (4) Drug 1: CC1C(C(CC(O1)OC2CC(CC3=C2C(=C4C(=C3O)C(=O)C5=C(C4=O)C(=CC=C5)OC)O)(C(=O)C)O)N)O.Cl. Drug 2: C1=CN(C(=O)N=C1N)C2C(C(C(O2)CO)O)O.Cl. Cell line: OVCAR3. Synergy scores: CSS=35.2, Synergy_ZIP=-7.56, Synergy_Bliss=0.293, Synergy_Loewe=0.980, Synergy_HSA=2.63. (5) Drug 1: CC(CN1CC(=O)NC(=O)C1)N2CC(=O)NC(=O)C2. Drug 2: CC(C)CN1C=NC2=C1C3=CC=CC=C3N=C2N. Cell line: HCT116. Synergy scores: CSS=25.8, Synergy_ZIP=1.37, Synergy_Bliss=0.167, Synergy_Loewe=-0.724, Synergy_HSA=-0.311. (6) Drug 1: CCC1(CC2CC(C3=C(CCN(C2)C1)C4=CC=CC=C4N3)(C5=C(C=C6C(=C5)C78CCN9C7C(C=CC9)(C(C(C8N6C)(C(=O)OC)O)OC(=O)C)CC)OC)C(=O)OC)O.OS(=O)(=O)O. Drug 2: CN(CCCl)CCCl.Cl. Cell line: UO-31. Synergy scores: CSS=-2.92, Synergy_ZIP=-2.64, Synergy_Bliss=-20.3, Synergy_Loewe=-93.3, Synergy_HSA=-40.8. (7) Drug 1: C1C(C(OC1N2C=NC3=C(N=C(N=C32)Cl)N)CO)O. Drug 2: C1C(C(OC1N2C=NC(=NC2=O)N)CO)O. Cell line: SK-OV-3. Synergy scores: CSS=1.11, Synergy_ZIP=-2.19, Synergy_Bliss=1.43, Synergy_Loewe=-11.0, Synergy_HSA=-4.34. (8) Cell line: CCRF-CEM. Drug 1: CC1=C2C(C(=O)C3(C(CC4C(C3C(C(C2(C)C)(CC1OC(=O)C(C(C5=CC=CC=C5)NC(=O)OC(C)(C)C)O)O)OC(=O)C6=CC=CC=C6)(CO4)OC(=O)C)OC)C)OC. Drug 2: C(=O)(N)NO. Synergy scores: CSS=22.2, Synergy_ZIP=-7.81, Synergy_Bliss=-7.95, Synergy_Loewe=-20.7, Synergy_HSA=-5.98.